Dataset: Forward reaction prediction with 1.9M reactions from USPTO patents (1976-2016). Task: Predict the product of the given reaction. (1) Given the reactants [O:1]=[C:2]1[C:7]([C:8]([NH:10][CH2:11][C:12]2[S:13][C:14]([S:17]([N:20]3[CH2:25][CH2:24][C:23](=O)[CH2:22][CH2:21]3)(=[O:19])=[O:18])=[CH:15][CH:16]=2)=[O:9])=[CH:6][CH:5]=[CH:4][NH:3]1.[F:27][C:28]([F:38])([F:37])[C:29]1[CH:36]=[CH:35][C:32]([CH2:33][NH2:34])=[CH:31][CH:30]=1.[BH-](OC(C)=O)(OC(C)=O)OC(C)=O.[Na+].[Cl:53]CCCl, predict the reaction product. The product is: [O:1]=[C:2]1[C:7]([C:8]([NH:10][CH2:11][C:12]2[S:13][C:14]([S:17]([N:20]3[CH2:25][CH2:24][CH:23]([NH:34][CH2:33][C:32]4[CH:31]=[CH:30][C:29]([C:28]([F:27])([F:37])[F:38])=[CH:36][CH:35]=4)[CH2:22][CH2:21]3)(=[O:19])=[O:18])=[CH:15][CH:16]=2)=[O:9])=[CH:6][CH:5]=[CH:4][NH:3]1.[ClH:53]. (2) Given the reactants C(N1C=CN=C1)(N1C=CN=C1)=O.[O:13]=[C:14]1[C:26]2[CH:25]=[C:24]([C:27]([OH:29])=O)[CH:23]=[CH:22][C:21]=2[C:20]2[C:15]1=[CH:16][CH:17]=[CH:18][CH:19]=2.[H-].[Na+].Cl.[NH2:33][C:34]([NH2:36])=[NH:35], predict the reaction product. The product is: [NH2:35][C:34]([NH2:36])=[N:33][C:27]([C:24]1[CH:23]=[CH:22][C:21]2[C:20]3[C:15](=[CH:16][CH:17]=[CH:18][CH:19]=3)[C:14](=[O:13])[C:26]=2[CH:25]=1)=[O:29].